This data is from Catalyst prediction with 721,799 reactions and 888 catalyst types from USPTO. The task is: Predict which catalyst facilitates the given reaction. (1) Reactant: [Na].[C:2](#[N:6])[C:3]([CH3:5])=[CH2:4].[C:7]([O:15][CH2:16][CH3:17])(=[O:14])[CH2:8][C:9]([O:11][CH2:12][CH3:13])=[O:10].C(O)(=O)C. Product: [CH2:12]([O:11][C:9](=[O:10])[CH:8]([CH2:4][CH:3]([C:2]#[N:6])[CH3:5])[C:7]([O:15][CH2:16][CH3:17])=[O:14])[CH3:13]. The catalyst class is: 97. (2) Reactant: [CH3:1][CH:2]([NH2:4])[CH3:3].CCN(C(C)C)C(C)C.[Br:14][C:15]1[CH:20]=[CH:19][C:18]([S:21](Cl)(=[O:23])=[O:22])=[CH:17][CH:16]=1.O. Product: [Br:14][C:15]1[CH:20]=[CH:19][C:18]([S:21]([NH:4][CH:2]([CH3:3])[CH3:1])(=[O:23])=[O:22])=[CH:17][CH:16]=1. The catalyst class is: 2. (3) Reactant: [Cl:1][C:2]1[C:7]([C:8]([F:11])([F:10])[F:9])=[CH:6][CH:5]=[CH:4][C:3]=1[CH2:12][NH:13][C:14]([CH:16]1[CH2:20][N:19]([CH:21]2[CH2:26][CH2:25][N:24](C(OC(C)(C)C)=O)[CH2:23][CH2:22]2)[C:18](=[O:34])[N:17]1[CH3:35])=[O:15].Cl. Product: [ClH:1].[Cl:1][C:2]1[C:7]([C:8]([F:9])([F:11])[F:10])=[CH:6][CH:5]=[CH:4][C:3]=1[CH2:12][NH:13][C:14]([CH:16]1[CH2:20][N:19]([CH:21]2[CH2:22][CH2:23][NH:24][CH2:25][CH2:26]2)[C:18](=[O:34])[N:17]1[CH3:35])=[O:15]. The catalyst class is: 12. (4) Reactant: [Si]([O:8][C@H:9]([C:28]([F:31])([F:30])[F:29])[CH2:10][N:11]1[C:15](=[O:16])[N:14]([CH2:17][C:18](O)=[O:19])[N:13]=[C:12]1[C:21]1[CH:26]=[CH:25][C:24]([Cl:27])=[CH:23][CH:22]=1)(C(C)(C)C)(C)C.ClC([N:37](C)C)=C(C)C.[NH2:40][C:41]([C:49]1[CH:54]=[CH:53][CH:52]=[C:51]([C:55]([F:58])([F:57])[F:56])[CH:50]=1)([C:45]([F:48])([F:47])[F:46])[C:42](O)=[O:43].N1C=CC=CC=1. Product: [Cl:27][C:24]1[CH:25]=[CH:26][C:21]([C:12]2[N:11]([CH2:10][C@H:9]([OH:8])[C:28]([F:30])([F:29])[F:31])[C:15](=[O:16])[N:14]([CH2:17][C:18]([NH:40][C:41]([C:49]3[CH:54]=[CH:53][CH:52]=[C:51]([C:55]([F:58])([F:57])[F:56])[CH:50]=3)([C:45]([F:48])([F:47])[F:46])[C:42]([NH2:37])=[O:43])=[O:19])[N:13]=2)=[CH:22][CH:23]=1. The catalyst class is: 4. (5) Reactant: Br[CH2:2][CH2:3][CH2:4][N:5]1[C:10]2[CH:11]=[CH:12][CH:13]=[CH:14][C:9]=2[CH2:8][N:7]([C:15]2[CH:20]=[CH:19][CH:18]=[CH:17][C:16]=2[F:21])[S:6]1(=[O:23])=[O:22].[CH3:24][NH2:25].C(=O)(O)[O-].[Na+]. Product: [F:21][C:16]1[CH:17]=[CH:18][CH:19]=[CH:20][C:15]=1[N:7]1[CH2:8][C:9]2[CH:14]=[CH:13][CH:12]=[CH:11][C:10]=2[N:5]([CH2:4][CH2:3][CH2:2][NH:25][CH3:24])[S:6]1(=[O:23])=[O:22]. The catalyst class is: 5. (6) Reactant: [CH3:1][O:2][C:3]1[CH:8]=[C:7]([N+:9]([O-])=O)[CH:6]=[CH:5][C:4]=1[NH:12][S:13]([CH3:16])(=[O:15])=[O:14]. Product: [CH3:1][O:2][C:3]1[CH:8]=[C:7]([NH2:9])[CH:6]=[CH:5][C:4]=1[NH:12][S:13]([CH3:16])(=[O:15])=[O:14]. The catalyst class is: 19. (7) Reactant: [NH2:1][C:2]1[N:6]([CH3:7])[C:5](=[O:8])[C:4]([C:19]2[CH:24]=[CH:23][C:22]([F:25])=[C:21]([O:26][CH2:27][CH2:28][CH:29]=[C:30]([F:32])[F:31])[CH:20]=2)([C:9]2[CH:14]=[CH:13][C:12]([O:15][CH:16]([F:18])[F:17])=[CH:11][CH:10]=2)[N:3]=1. Product: [NH2:1][C:2]1[N:6]([CH3:7])[C:5](=[O:8])[C@@:4]([C:19]2[CH:24]=[CH:23][C:22]([F:25])=[C:21]([O:26][CH2:27][CH2:28][CH:29]=[C:30]([F:31])[F:32])[CH:20]=2)([C:9]2[CH:14]=[CH:13][C:12]([O:15][CH:16]([F:18])[F:17])=[CH:11][CH:10]=2)[N:3]=1. The catalyst class is: 5. (8) Reactant: [CH:1]1[CH:6]=[C:5]2[C:7]([C:9]([OH:13])(O)[C:10](=[O:11])[C:4]2=[CH:3][CH:2]=1)=[O:8].[F:14][C:15]1[CH:20]=[CH:19][C:18]([OH:21])=[CH:17][CH:16]=1. Product: [F:14][C:15]1[CH:16]=[CH:17][C:18]([OH:21])=[C:19]([C:9]2([OH:13])[C:10](=[O:11])[C:4]3[C:5](=[CH:6][CH:1]=[CH:2][CH:3]=3)[C:7]2=[O:8])[CH:20]=1. The catalyst class is: 15. (9) Reactant: [Br:1][C:2]1[C:11]2[C:6](=[CH:7][CH:8]=[CH:9][CH:10]=2)[C:5](Br)=[CH:4][CH:3]=1.C([Li])CCC.Cl[Si:19]([CH3:22])([CH3:21])[CH3:20].CCO. Product: [Br:1][C:2]1[C:11]2[C:6](=[CH:7][CH:8]=[CH:9][CH:10]=2)[C:5]([Si:19]([CH3:22])([CH3:21])[CH3:20])=[CH:4][CH:3]=1. The catalyst class is: 20. (10) Reactant: [C:1]([N:5]1[C:9]([OH:10])=[CH:8][C:7]([C:11]([F:14])([F:13])[F:12])=[N:6]1)([CH3:4])([CH3:3])[CH3:2].C(=O)([O-])[O-].[K+].[K+].Cl[CH:22]([F:24])[F:23].O. Product: [C:1]([N:5]1[C:9]([O:10][CH:22]([F:24])[F:23])=[CH:8][C:7]([C:11]([F:13])([F:14])[F:12])=[N:6]1)([CH3:4])([CH3:2])[CH3:3]. The catalyst class is: 9.